From a dataset of Catalyst prediction with 721,799 reactions and 888 catalyst types from USPTO. Predict which catalyst facilitates the given reaction. (1) Reactant: [C:1]([O:4][CH2:5][CH2:6][C:7]1[C:12]([N+:13]([O-])=O)=[CH:11][CH:10]=[C:9]([NH:16][C:17](=[O:32])[C:18]([F:31])([F:30])[C:19]2[C:28]3[C:23](=[CH:24][CH:25]=[CH:26][CH:27]=3)[C:22]([F:29])=[CH:21][CH:20]=2)[C:8]=1[F:33])(=[O:3])[CH3:2]. Product: [C:1]([O:4][CH2:5][CH2:6][C:7]1[C:8]([F:33])=[C:9]([NH:16][C:17](=[O:32])[C:18]([F:30])([F:31])[C:19]2[C:28]3[C:23](=[CH:24][CH:25]=[CH:26][CH:27]=3)[C:22]([F:29])=[CH:21][CH:20]=2)[CH:10]=[CH:11][C:12]=1[NH2:13])(=[O:3])[CH3:2]. The catalyst class is: 791. (2) Reactant: [CH2:1]([C:3]1[CH:8]=[C:7]([CH:9]2[CH2:14][CH2:13][NH:12][CH2:11][CH2:10]2)[CH:6]=[CH:5][C:4]=1[NH:15][C:16]1[N:21]=[C:20]([CH2:22][CH2:23][C:24]2[CH:29]=[CH:28][CH:27]=[CH:26][C:25]=2[CH2:30][C:31]([NH2:33])=[O:32])[C:19]([C:34]([F:37])([F:36])[F:35])=[CH:18][N:17]=1)[CH3:2].C=O.[C:40](O[BH-](OC(=O)C)OC(=O)C)(=O)C.[Na+]. Product: [CH2:1]([C:3]1[CH:8]=[C:7]([CH:9]2[CH2:10][CH2:11][N:12]([CH3:40])[CH2:13][CH2:14]2)[CH:6]=[CH:5][C:4]=1[NH:15][C:16]1[N:21]=[C:20]([CH2:22][CH2:23][C:24]2[CH:29]=[CH:28][CH:27]=[CH:26][C:25]=2[CH2:30][C:31]([NH2:33])=[O:32])[C:19]([C:34]([F:37])([F:36])[F:35])=[CH:18][N:17]=1)[CH3:2]. The catalyst class is: 5.